Dataset: Full USPTO retrosynthesis dataset with 1.9M reactions from patents (1976-2016). Task: Predict the reactants needed to synthesize the given product. (1) Given the product [Br:1][C:2]1[CH:7]=[C:6]([C:11]#[C:12][CH3:13])[CH:5]=[CH:4][N:3]=1, predict the reactants needed to synthesize it. The reactants are: [Br:1][C:2]1[CH:7]=[C:6](I)[CH:5]=[CH:4][N:3]=1.C[Si](C)(C)[C:11]#[C:12][CH3:13].C(N(CC)CC)C.[F-].C([N+](CCCC)(CCCC)CCCC)CCC. (2) Given the product [OH:1][C@@H:2]([C@H:4]1[C:25](=[O:26])[N:6]2[C:7]([C:12]([O:14][CH2:15][C:16]3[CH:17]=[CH:18][C:19]([N+:22]([O-:24])=[O:23])=[CH:20][CH:21]=3)=[O:13])=[C:8]([C:49]3[S:48][C:47]4=[C:43]([S:42][CH2:41][CH2:40][CH2:39][NH:38][C:36]([O:35][CH2:34][C:33]5[CH:64]=[CH:65][C:30]([N+:27]([O-:29])=[O:28])=[CH:31][CH:32]=5)=[O:37])[N:44]=[CH:45][N:46]4[CH:50]=3)[C@H:9]([CH3:10])[C@H:5]12)[CH3:3], predict the reactants needed to synthesize it. The reactants are: [OH:1][C@@H:2]([C@H:4]1[C:25](=[O:26])[N:6]2[C@@H:7]([C:12]([O:14][CH2:15][C:16]3[CH:21]=[CH:20][C:19]([N+:22]([O-:24])=[O:23])=[CH:18][CH:17]=3)=[O:13])[C:8](=O)[C@H:9]([CH3:10])[C@H:5]12)[CH3:3].[N+:27]([C:30]1[CH:65]=[CH:64][C:33]([CH2:34][O:35][C:36]([NH:38][CH2:39][CH2:40][CH2:41][S:42][C:43]2[N:44]=[CH:45][N:46]3[CH:50]=[C:49]([Sn](CCCC)(CCCC)CCCC)[S:48][C:47]=23)=[O:37])=[CH:32][CH:31]=1)([O-:29])=[O:28]. (3) Given the product [F:20][C:19]1[C:13]2[CH:12]=[C:11]([C:9](=[O:10])[CH3:1])[S:15][C:14]=2[CH:16]=[CH:17][CH:18]=1, predict the reactants needed to synthesize it. The reactants are: [CH2:1]1COCC1.CON(C)[C:9]([C:11]1[S:15][C:14]2[CH:16]=[CH:17][CH:18]=[C:19]([F:20])[C:13]=2[CH:12]=1)=[O:10].C[Mg]Br. (4) The reactants are: [O:1]1[CH:5]=[CH:4][CH:3]=[C:2]1[C:6](=[N:9][OH:10])[CH2:7][CH3:8].[Li+].CC([N-]C(C)C)C.[C:19]([O:26][CH2:27][CH3:28])(=[O:25])[C:20]([O:22]CC)=O. Given the product [O:1]1[CH:5]=[CH:4][CH:3]=[C:2]1[C:6](=[N:9][OH:10])[CH:7]([CH3:8])[C:20](=[O:22])[C:19]([O:26][CH2:27][CH3:28])=[O:25], predict the reactants needed to synthesize it. (5) Given the product [NH2:11][C:6]1[C:7]([C:8]([OH:13])=[O:9])=[C:2]([CH3:1])[C:3]([N:14]([CH3:15])[CH3:16])=[CH:4][CH:5]=1, predict the reactants needed to synthesize it. The reactants are: [CH3:1][C:2]1[C:7]2[C:8](=[O:13])[O:9]C(=O)[NH:11][C:6]=2[CH:5]=[CH:4][C:3]=1[N:14]([CH3:16])[CH3:15].Cl.C([O-])(=O)C.[Na+]. (6) Given the product [CH2:48]([O:47][C:45](=[O:46])[CH2:44][O:31][C:16]1[CH:17]=[C:18]([C:21]2[CH:26]=[CH:25][CH:24]=[CH:23][C:22]=2[S:27]([CH3:30])(=[O:28])=[O:29])[CH:19]=[CH:20][C:15]=1[CH2:14][CH2:13][NH:12][S:9]([C:7]1[CH:8]=[C:3]([C:1]#[N:2])[CH:4]=[CH:5][C:6]=1[O:32][CH3:33])(=[O:10])=[O:11])[CH3:49], predict the reactants needed to synthesize it. The reactants are: [C:1]([C:3]1[CH:4]=[CH:5][C:6]([O:32][CH3:33])=[C:7]([S:9]([NH:12][CH2:13][CH2:14][C:15]2[CH:20]=[CH:19][C:18]([C:21]3[CH:26]=[CH:25][CH:24]=[CH:23][C:22]=3[S:27]([CH3:30])(=[O:29])=[O:28])=[CH:17][C:16]=2[OH:31])(=[O:11])=[O:10])[CH:8]=1)#[N:2].C(N(CC)C(C)C)(C)C.Br[CH2:44][C:45]([O:47][CH2:48][CH3:49])=[O:46].O. (7) Given the product [N+:1]([C:4]1[CH:16]=[CH:15][C:7]2[S:8][C:9]([C:11]([OH:13])=[O:12])=[CH:10][C:6]=2[CH:5]=1)([O-:3])=[O:2], predict the reactants needed to synthesize it. The reactants are: [N+:1]([C:4]1[CH:16]=[CH:15][C:7]2[S:8][C:9]([C:11]([O:13]C)=[O:12])=[CH:10][C:6]=2[CH:5]=1)([O-:3])=[O:2].O.[OH-].[Li+].O. (8) Given the product [N:23]1[CH:24]=[CH:25][C:20]([C:19]2[N:15]([C:12]3[CH:13]=[CH:14][C:9]([OH:8])=[CH:10][CH:11]=3)[CH:16]=[N:17][CH:18]=2)=[CH:21][CH:22]=1, predict the reactants needed to synthesize it. The reactants are: C([O:8][C:9]1[CH:14]=[CH:13][C:12]([N:15]2[C:19]([C:20]3[CH:25]=[CH:24][N:23]=[CH:22][CH:21]=3)=[CH:18][N:17]=[CH:16]2)=[CH:11][CH:10]=1)C1C=CC=CC=1.C1(OC)C=CC=CC=1. (9) Given the product [CH2:4]([O:11][C:12]1[CH:17]=[CH:16][C:15]([CH:18]([N:21]2[CH2:24][CH:23]([C:25]([OH:27])=[O:26])[CH2:22]2)[CH3:19])=[CH:14][CH:13]=1)[C:5]1[CH:10]=[CH:9][CH:8]=[CH:7][CH:6]=1, predict the reactants needed to synthesize it. The reactants are: C([BH3-])#N.[CH2:4]([O:11][C:12]1[CH:17]=[CH:16][C:15]([C:18](=O)[CH3:19])=[CH:14][CH:13]=1)[C:5]1[CH:10]=[CH:9][CH:8]=[CH:7][CH:6]=1.[NH:21]1[CH2:24][CH:23]([C:25]([OH:27])=[O:26])[CH2:22]1.